This data is from Reaction yield outcomes from USPTO patents with 853,638 reactions. The task is: Predict the reaction yield, written as a fraction of the theoretical maximum amount of product (1.0 means a 100% yield; for example, 0.34 means a 34% yield). The reactants are [NH2:1][S:2]([C:5]1[CH:6]=[C:7]([Cl:15])[C:8]([Cl:14])=[C:9]([CH:13]=1)[C:10]([OH:12])=O)(=[O:4])=[O:3].[F:16][C:17]1[CH:22]=[CH:21][C:20]([C:23]2[S:27][C:26]([NH2:28])=[N:25][N:24]=2)=[CH:19][CH:18]=1.C(Cl)CCl.C1C=NC2N(O)N=NC=2C=1. The catalyst is C(Cl)Cl. The product is [NH2:1][S:2]([C:5]1[CH:6]=[C:7]([Cl:15])[C:8]([Cl:14])=[C:9]([CH:13]=1)[C:10]([NH:28][C:26]1[S:27][C:23]([C:20]2[CH:21]=[CH:22][C:17]([F:16])=[CH:18][CH:19]=2)=[N:24][N:25]=1)=[O:12])(=[O:3])=[O:4]. The yield is 0.470.